From a dataset of Forward reaction prediction with 1.9M reactions from USPTO patents (1976-2016). Predict the product of the given reaction. (1) The product is: [Cl:1][C:2]1[N:7]=[C:6]([S:8]([CH3:9])(=[O:28])=[O:31])[N:5]=[C:4]([NH:10][CH2:11][C:12]2[S:16][C:15]([CH3:17])=[N:14][C:13]=2[CH3:18])[C:3]=1[CH3:19]. Given the reactants [Cl:1][C:2]1[N:7]=[C:6]([S:8][CH3:9])[N:5]=[C:4]([NH:10][CH2:11][C:12]2[S:16][C:15]([CH3:17])=[N:14][C:13]=2[CH3:18])[C:3]=1[CH3:19].C1C=C(Cl)C=C(C(OO)=[O:28])C=1.[OH-:31].[Na+], predict the reaction product. (2) Given the reactants Br[C:2]1[CH:3]=[CH:4][C:5]2[NH:11][C:10](=[O:12])[CH2:9][O:8][C:7]([CH3:14])([CH3:13])[C:6]=2[CH:15]=1.[F:16][C:17]1[C:22]([F:23])=[CH:21][CH:20]=[CH:19][C:18]=1B(O)O, predict the reaction product. The product is: [CH3:13][C:7]1([CH3:14])[O:8][CH2:9][C:10](=[O:12])[NH:11][C:5]2[CH:4]=[CH:3][C:2]([C:21]3[CH:20]=[CH:19][CH:18]=[C:17]([F:16])[C:22]=3[F:23])=[CH:15][C:6]1=2. (3) Given the reactants [F:1][C:2]1[CH:3]=[C:4]([CH:14]=[CH:15][CH:16]=1)[CH:5]=[C:6]1[CH2:13][N:12]2[CH:8]([CH2:9][CH2:10][CH2:11]2)[CH2:7]1, predict the reaction product. The product is: [F:1][C:2]1[CH:3]=[C:4]([CH:14]=[CH:15][CH:16]=1)[CH2:5][CH:6]1[CH2:13][N:12]2[CH:8]([CH2:9][CH2:10][CH2:11]2)[CH2:7]1. (4) Given the reactants CN(CCN(C)C)C.[C:9]1([N:15]2[CH:19]=[CH:18][CH:17]=[CH:16]2)[CH:14]=[CH:13][CH:12]=[CH:11][CH:10]=1.C([Li])CCC.[C:25]12([P:35]([C:37]34[CH2:46][CH:41]5[CH2:42][CH:43]([CH2:45][CH:39]([CH2:40]5)[CH2:38]3)[CH2:44]4)Cl)[CH2:34][CH:29]3[CH2:30][CH:31]([CH2:33][CH:27]([CH2:28]3)[CH2:26]1)[CH2:32]2, predict the reaction product. The product is: [C:9]1([N:15]2[CH:19]=[CH:18][CH:17]=[C:16]2[P:35]([C:37]23[CH2:38][CH:39]4[CH2:40][CH:41]([CH2:42][CH:43]([CH2:45]4)[CH2:44]2)[CH2:46]3)[C:25]23[CH2:26][CH:27]4[CH2:33][CH:31]([CH2:30][CH:29]([CH2:28]4)[CH2:34]2)[CH2:32]3)[CH:14]=[CH:13][CH:12]=[CH:11][CH:10]=1. (5) Given the reactants [Cl:1][C:2]1[CH:7]=[C:6]([N+:8]([O-])=O)[CH:5]=[CH:4][C:3]=1[C:11]([CH3:18])([CH3:17])[CH2:12][NH:13][C:14](=[O:16])[CH3:15], predict the reaction product. The product is: [NH2:8][C:6]1[CH:5]=[CH:4][C:3]([C:11]([CH3:18])([CH3:17])[CH2:12][NH:13][C:14](=[O:16])[CH3:15])=[C:2]([Cl:1])[CH:7]=1. (6) Given the reactants C(OP([CH:9]([CH2:17][CH3:18])[C:10]([O:12][C:13]([CH3:16])([CH3:15])[CH3:14])=[O:11])(OCC)=O)C.C([Li])CCC.[O:24]([C@@H:42]1[CH2:47][CH2:46][CH2:45][C@H:44]([CH2:48][CH:49]=O)[CH2:43]1)[Si:25]([C:38]([CH3:41])([CH3:40])[CH3:39])([C:32]1[CH:37]=[CH:36][CH:35]=[CH:34][CH:33]=1)[C:26]1[CH:31]=[CH:30][CH:29]=[CH:28][CH:27]=1.O, predict the reaction product. The product is: [Si:25]([O:24][C@@H:42]1[CH2:47][CH2:46][CH2:45][C@H:44]([CH2:48][CH:49]=[C:9]([CH2:17][CH3:18])[C:10]([O:12][C:13]([CH3:14])([CH3:15])[CH3:16])=[O:11])[CH2:43]1)([C:38]([CH3:41])([CH3:40])[CH3:39])([C:26]1[CH:27]=[CH:28][CH:29]=[CH:30][CH:31]=1)[C:32]1[CH:37]=[CH:36][CH:35]=[CH:34][CH:33]=1. (7) Given the reactants [NH2:1][C:2]1[N:6]([CH3:7])[C:5](=[O:8])[C:4]([C:19]2[CH:24]=[CH:23][CH:22]=[C:21](Br)[CH:20]=2)([C:9]2[CH:14]=[CH:13][C:12]([Si:15]([CH3:18])([CH3:17])[CH3:16])=[CH:11][CH:10]=2)[N:3]=1.[CH3:26][O:27][C:28]1[CH:29]=[C:30](B(O)O)[CH:31]=[CH:32][CH:33]=1.C(=O)([O-])[O-].[Cs+].[Cs+], predict the reaction product. The product is: [NH2:1][C:2]1[N:6]([CH3:7])[C:5](=[O:8])[C:4]([C:19]2[CH:20]=[C:21]([C:32]3[CH:31]=[CH:30][CH:29]=[C:28]([O:27][CH3:26])[CH:33]=3)[CH:22]=[CH:23][CH:24]=2)([C:9]2[CH:14]=[CH:13][C:12]([Si:15]([CH3:18])([CH3:17])[CH3:16])=[CH:11][CH:10]=2)[N:3]=1. (8) Given the reactants [Br:1][C:2]1[CH:10]=[C:9]2[C:5]([C:6]([F:11])=[N:7][NH:8]2)=[C:4]([N+:12]([O-])=O)[CH:3]=1, predict the reaction product. The product is: [Br:1][C:2]1[CH:3]=[C:4]([NH2:12])[C:5]2[C:6]([F:11])=[N:7][NH:8][C:9]=2[CH:10]=1.